From a dataset of Full USPTO retrosynthesis dataset with 1.9M reactions from patents (1976-2016). Predict the reactants needed to synthesize the given product. (1) Given the product [CH3:26][N:10]1[C@:11]2([CH2:25][C:16]3=[N:17][CH:18]=[C:19]([C:21]([O:23][CH3:24])=[O:22])[CH:20]=[C:15]3[CH2:14]2)[C:12](=[O:13])[NH:8][C:9]1=[O:27], predict the reactants needed to synthesize it. The reactants are: COC1C=CC(C[N:8]2[C:12](=[O:13])[C@@:11]3([CH2:25][C:16]4=[N:17][CH:18]=[C:19]([C:21]([O:23][CH3:24])=[O:22])[CH:20]=[C:15]4[CH2:14]3)[N:10]([CH3:26])[C:9]2=[O:27])=CC=1.[N+]([O-])([O-])=O.[NH4+]. (2) Given the product [F:24][C:3]([F:2])([F:23])[C:4]1[CH:22]=[CH:21][CH:20]=[CH:19][C:5]=1[CH:6]([O:14][CH:15]1[CH2:18][N:17]([C:33]([NH:32][CH:29]([CH3:31])[CH3:30])=[O:34])[CH2:16]1)[C:7]1[CH:12]=[CH:11][C:10]([F:13])=[CH:9][CH:8]=1, predict the reactants needed to synthesize it. The reactants are: Cl.[F:2][C:3]([F:24])([F:23])[C:4]1[CH:22]=[CH:21][CH:20]=[CH:19][C:5]=1[CH:6]([O:14][CH:15]1[CH2:18][NH:17][CH2:16]1)[C:7]1[CH:12]=[CH:11][C:10]([F:13])=[CH:9][CH:8]=1.C(=O)([O-])[O-].[CH:29]([N:32]=[C:33]=[O:34])([CH3:31])[CH3:30]. (3) Given the product [CH2:8]([O:10][C:11](=[O:19])[CH2:12][C:13](=[O:18])[CH2:14][C:15](=[O:17])/[CH:16]=[CH:33]/[C:32]1[C:23]([CH:20]2[CH2:21][CH2:22]2)=[N:24][C:25]2[C:30]([C:31]=1[C:35]1[CH:40]=[CH:39][C:38]([F:41])=[CH:37][CH:36]=1)=[CH:29][CH:28]=[CH:27][CH:26]=2)[CH3:9], predict the reactants needed to synthesize it. The reactants are: [H-].[Na+].O1CCCC1.[CH2:8]([O:10][C:11](=[O:19])[CH2:12][C:13](=[O:18])[CH2:14][C:15](=[O:17])[CH3:16])[CH3:9].[CH:20]1([C:23]2[C:32]([CH:33]=O)=[C:31]([C:35]3[CH:40]=[CH:39][C:38]([F:41])=[CH:37][CH:36]=3)[C:30]3[C:25](=[CH:26][CH:27]=[CH:28][CH:29]=3)[N:24]=2)[CH2:22][CH2:21]1.